Predict the reactants needed to synthesize the given product. From a dataset of Full USPTO retrosynthesis dataset with 1.9M reactions from patents (1976-2016). (1) Given the product [CH:9]([N:1]1[CH2:6][CH2:5][CH:4]([CH2:7][OH:8])[CH2:3][CH2:2]1)=[O:10], predict the reactants needed to synthesize it. The reactants are: [NH:1]1[CH2:6][CH2:5][CH:4]([CH2:7][OH:8])[CH2:3][CH2:2]1.[CH:9](OC)=[O:10].[OH-].[Na+]. (2) Given the product [CH:40]1([C:39]([O:20][CH2:19][C@H:17]2[O:16][N:15]=[C:14]([C:11]3[CH:12]=[CH:13][C:8]([C:7]4[CH:6]=[CH:5][C:4]([N:21]5[CH2:25][C@H:24]([CH2:26][N:27]6[CH:31]=[CH:30][N:29]=[N:28]6)[O:23][C:22]5=[O:32])=[CH:3][C:2]=4[F:1])=[CH:9][N:10]=3)[CH2:18]2)=[O:49])[CH2:48][CH2:47][CH2:46][CH2:45][CH:41]1[C:42]([O:44][CH3:34])=[O:43], predict the reactants needed to synthesize it. The reactants are: [F:1][C:2]1[CH:3]=[C:4]([N:21]2[CH2:25][C@H:24]([CH2:26][N:27]3[CH:31]=[CH:30][N:29]=[N:28]3)[O:23][C:22]2=[O:32])[CH:5]=[CH:6][C:7]=1[C:8]1[CH:9]=[N:10][C:11]([C:14]2[CH2:18][C@@H:17]([CH2:19][OH:20])[O:16][N:15]=2)=[CH:12][CH:13]=1.N1C=CC=C[CH:34]=1.[C:39]1(=[O:49])[O:44][C:42](=[O:43])[C@H:41]2[CH2:45][CH2:46][CH2:47][CH2:48][C@@H:40]12. (3) Given the product [CH3:28][S:25]([O:24][C:21]1[CH:22]=[CH:23][C:18]([CH2:17][CH2:16][S:3][C:1](=[O:4])[CH3:2])=[CH:19][CH:20]=1)(=[O:27])=[O:26], predict the reactants needed to synthesize it. The reactants are: [C:1]([OH:4])(=[S:3])[CH3:2].C([O-])([O-])=O.[Cs+].[Cs+].CS(O[CH2:16][CH2:17][C:18]1[CH:23]=[CH:22][C:21]([O:24][S:25]([CH3:28])(=[O:27])=[O:26])=[CH:20][CH:19]=1)(=O)=O.CCOC(C)=O.